The task is: Predict the reactants needed to synthesize the given product.. This data is from Full USPTO retrosynthesis dataset with 1.9M reactions from patents (1976-2016). (1) Given the product [CH3:32][O:31][C:23]1[CH:22]=[CH:21][C:20]([C:18]2[N:6]3[N:5]=[CH:4][C:3]([C:7]([C:9]4[S:10][CH:11]=[CH:12][CH:13]=4)=[O:8])=[C:2]3[N:1]=[CH:16][CH:17]=2)=[CH:25][C:24]=1[N:26]([CH3:30])[C:27](=[O:29])[CH3:28], predict the reactants needed to synthesize it. The reactants are: [NH2:1][C:2]1[NH:6][N:5]=[CH:4][C:3]=1[C:7]([C:9]1[S:10][CH:11]=[CH:12][CH:13]=1)=[O:8].CN(C)[CH:16]=[CH:17][C:18]([C:20]1[CH:21]=[CH:22][C:23]([O:31][CH3:32])=[C:24]([N:26]([CH3:30])[C:27](=[O:29])[CH3:28])[CH:25]=1)=O.C(OCC)(=O)C. (2) Given the product [CH:28]([OH:31])=[O:30].[CH2:1]([N:25]1[CH2:26][CH2:27][CH:22]([C:13]2[C:12]3[C:16](=[C:17]([C:19]([NH2:21])=[O:20])[CH:18]=[C:10]([C:4]4[CH:5]=[CH:6][CH:7]=[CH:8][CH:9]=4)[CH:11]=3)[NH:15][CH:14]=2)[CH2:23][CH2:24]1)[CH3:2], predict the reactants needed to synthesize it. The reactants are: [CH:1](=O)[CH3:2].[C:4]1([C:10]2[CH:11]=[C:12]3[C:16](=[C:17]([C:19]([NH2:21])=[O:20])[CH:18]=2)[NH:15][CH:14]=[C:13]3[CH:22]2[CH2:27][CH2:26][NH:25][CH2:24][CH2:23]2)[CH:9]=[CH:8][CH:7]=[CH:6][CH:5]=1.[C:28]([O:31][BH-](OC(=O)C)OC(=O)C)(=[O:30])C.[Na+]. (3) Given the product [CH3:19][C:20]1[C:26]([CH3:27])=[CH:25][CH:24]=[CH:23][C:21]=1[NH:22][C:15](=[O:17])[CH2:14][C:9]1[NH:10][C:11](=[O:13])[CH:12]=[C:7]([N:1]2[CH2:2][CH2:3][O:4][CH2:5][CH2:6]2)[N:8]=1, predict the reactants needed to synthesize it. The reactants are: [N:1]1([C:7]2[N:8]=[C:9]([CH2:14][C:15]([O-:17])=O)[NH:10][C:11](=[O:13])[CH:12]=2)[CH2:6][CH2:5][O:4][CH2:3][CH2:2]1.[Na+].[CH3:19][C:20]1[C:26]([CH3:27])=[CH:25][CH:24]=[CH:23][C:21]=1[NH2:22]. (4) Given the product [O:21]=[C:22]1[CH2:26][CH2:25][C@@H:24]([C:27]2[CH:35]=[CH:34][C:33]([C:36]([O:38][CH3:39])=[O:37])=[C:32]3[C:28]=2[CH:29]=[CH:30][N:31]3[S:40]([C:43]2[CH:49]=[CH:48][C:46]([CH3:47])=[CH:45][CH:44]=2)(=[O:42])=[O:41])[CH2:23]1, predict the reactants needed to synthesize it. The reactants are: C([C@@H]1N[C@H](C2OC(C)=CC=2)N(C)C1=O)C1C=CC=CC=1.[O:21]=[C:22]1[CH2:26][CH2:25][C:24]([C:27]2[CH:35]=[CH:34][C:33]([C:36]([O:38][CH3:39])=[O:37])=[C:32]3[C:28]=2[CH:29]=[CH:30][N:31]3[S:40]([C:43]2[CH:49]=[CH:48][C:46]([CH3:47])=[CH:45][CH:44]=2)(=[O:42])=[O:41])=[CH:23]1.CC1NC(C)=C(C(OC(C)(C)C)=O)CC=1C(OC(C)(C)C)=O.ClC(Cl)(Cl)C(O)=O.